This data is from Reaction yield outcomes from USPTO patents with 853,638 reactions. The task is: Predict the reaction yield, written as a fraction of the theoretical maximum amount of product (1.0 means a 100% yield; for example, 0.34 means a 34% yield). The reactants are [OH:1][C:2]1[C:11]2[C:6](=[CH:7][CH:8]=[CH:9][CH:10]=2)[CH:5]=[C:4](O)[CH:3]=1.S([O:18][CH3:19])(OC)(=O)=O.[CH3:20]O. The catalyst is ClCCl. The product is [CH3:20][O:1][C:2]1[C:11]2[C:6](=[CH:7][CH:8]=[CH:9][CH:10]=2)[CH:5]=[C:4]([O:18][CH3:19])[CH:3]=1. The yield is 0.930.